From a dataset of Forward reaction prediction with 1.9M reactions from USPTO patents (1976-2016). Predict the product of the given reaction. (1) The product is: [CH:37]1([CH2:43][N:28]2[CH2:29][CH2:30][CH2:31][C@H:27]2[C:26]([N:23]2[CH2:22][CH2:21][CH:20]([NH:19][S:16]([C:14]3[CH:15]=[C:10]([S:7]([C:1]4[CH:2]=[CH:3][CH:4]=[CH:5][CH:6]=4)(=[O:8])=[O:9])[CH:11]=[CH:12][C:13]=3[C:33]([F:35])([F:34])[F:36])(=[O:17])=[O:18])[CH2:25][CH2:24]2)=[O:32])[CH2:42][CH2:41][CH2:40][CH2:39][CH2:38]1. Given the reactants [C:1]1([S:7]([C:10]2[CH:11]=[CH:12][C:13]([C:33]([F:36])([F:35])[F:34])=[C:14]([S:16]([NH:19][CH:20]3[CH2:25][CH2:24][N:23]([C:26](=[O:32])[C@@H:27]4[CH2:31][CH2:30][CH2:29][NH:28]4)[CH2:22][CH2:21]3)(=[O:18])=[O:17])[CH:15]=2)(=[O:9])=[O:8])[CH:6]=[CH:5][CH:4]=[CH:3][CH:2]=1.[CH:37]1([CH:43]=O)[CH2:42][CH2:41][CH2:40][CH2:39][CH2:38]1, predict the reaction product. (2) Given the reactants Cl.O=[C:3]1[NH:22]C2=NC=C(C3C=CC(C(=N)OCC)=CC=3)N=C2[N:4]1CCN1CCCCC1.[O:31]=[C:32]1[NH:48][C:35]2=[N:36][CH:37]=[C:38]([C:40]3[CH:47]=[CH:46][C:43]([C:44]#[N:45])=[CH:42][CH:41]=3)[N:39]=[C:34]2[N:33]1[CH2:49][CH2:50][N:51]1[CH2:56][CH2:55][CH2:54][CH2:53][CH2:52]1.Cl, predict the reaction product. The product is: [N:4]1[N:45]=[C:44]([C:43]2[CH:42]=[CH:41][C:40]([C:38]3[N:39]=[C:34]4[N:33]([CH2:49][CH2:50][N:51]5[CH2:52][CH2:53][CH2:54][CH2:55][CH2:56]5)[C:32](=[O:31])[NH:48][C:35]4=[N:36][CH:37]=3)=[CH:47][CH:46]=2)[NH:22][CH:3]=1. (3) Given the reactants [Br:1][C:2]1[CH:3]=[C:4]([CH:9]([CH2:15][CH:16]([CH3:18])[CH3:17])[C:10]([O:12][CH2:13][CH3:14])=[O:11])[CH:5]=[CH:6][C:7]=1[OH:8].C([O-])([O-])=O.[K+].[K+].[CH2:25](I)[CH3:26].O, predict the reaction product. The product is: [Br:1][C:2]1[CH:3]=[C:4]([CH:9]([CH2:15][CH:16]([CH3:17])[CH3:18])[C:10]([O:12][CH2:13][CH3:14])=[O:11])[CH:5]=[CH:6][C:7]=1[O:8][CH2:25][CH3:26]. (4) Given the reactants [Br:1][C:2]1[CH:3]=[CH:4][C:5]([C:8]2[CH:9]=[C:10]([CH2:14][NH2:15])[CH:11]=[CH:12][CH:13]=2)=[N:6][CH:7]=1.CN(C1C=CC=CN=1)C.[C:25](OC([O-])=O)([O:27][C:28]([CH3:31])([CH3:30])[CH3:29])=[O:26].O, predict the reaction product. The product is: [C:28]([O:27][C:25](=[O:26])[NH:15][CH2:14][C:10]1[CH:11]=[CH:12][CH:13]=[C:8]([C:5]2[CH:4]=[CH:3][C:2]([Br:1])=[CH:7][N:6]=2)[CH:9]=1)([CH3:31])([CH3:30])[CH3:29]. (5) Given the reactants [Cl:1][C:2]1[CH:7]=[C:6]([C:8]2[N:13]=[C:12]([S:14][CH3:15])[N:11](C)[C:10](=O)[C:9]=2[C:18]2[CH:23]=[CH:22][CH:21]=[C:20]([C:24]([F:27])([F:26])[F:25])[CH:19]=2)[CH:5]=[CH:4][N:3]=1.O=P(Cl)(Cl)[Cl:30].C(N(C(C)C)CC)(C)C, predict the reaction product. The product is: [Cl:30][C:10]1[C:9]([C:18]2[CH:23]=[CH:22][CH:21]=[C:20]([C:24]([F:27])([F:26])[F:25])[CH:19]=2)=[C:8]([C:6]2[CH:5]=[CH:4][N:3]=[C:2]([Cl:1])[CH:7]=2)[N:13]=[C:12]([S:14][CH3:15])[N:11]=1. (6) Given the reactants [O:1]([C:8]1[CH:16]=[CH:15][C:11]([C:12](O)=[O:13])=[CH:10][CH:9]=1)[C:2]1[CH:7]=[CH:6][CH:5]=[CH:4][CH:3]=1.S(Cl)([Cl:19])=O, predict the reaction product. The product is: [O:1]([C:8]1[CH:16]=[CH:15][C:11]([C:12]([Cl:19])=[O:13])=[CH:10][CH:9]=1)[C:2]1[CH:7]=[CH:6][CH:5]=[CH:4][CH:3]=1. (7) Given the reactants Cl.[NH2:2][CH:3]([C:5]([O:7]C)=[O:6])[CH3:4].[C:9](Cl)(=[O:19])[CH2:10][CH2:11][CH2:12][CH2:13][CH2:14][CH2:15][CH2:16][CH2:17][CH3:18], predict the reaction product. The product is: [C:9]([NH:2][CH:3]([CH3:4])[C:5]([OH:7])=[O:6])(=[O:19])[CH2:10][CH2:11][CH2:12][CH2:13][CH2:14][CH2:15][CH2:16][CH2:17][CH3:18]. (8) Given the reactants [NH:1]1[C:9]2[C:4](=[CH:5][C:6]([C:10](O)=[O:11])=[CH:7][CH:8]=2)[CH:3]=[CH:2]1.[H-].[Al+3].[Li+].[H-].[H-].[H-].O.[OH-].[Na+], predict the reaction product. The product is: [NH:1]1[C:9]2[C:4](=[CH:5][C:6]([CH2:10][OH:11])=[CH:7][CH:8]=2)[CH:3]=[CH:2]1. (9) Given the reactants C[O:2][C:3]1[C:4]([S:15][CH2:16][C:17]2[CH:22]=[CH:21][C:20]([C:23]3[CH:28]=[CH:27][C:26]([C:29]([F:32])([F:31])[F:30])=[CH:25][CH:24]=3)=[CH:19][CH:18]=2)=[CH:5][C:6]([CH3:14])=[C:7]([CH:13]=1)[O:8][CH2:9][C:10]([OH:12])=[O:11].B(Br)(Br)Br.OS(O)(=O)=O, predict the reaction product. The product is: [OH:2][C:3]1[C:4]([S:15][CH2:16][C:17]2[CH:18]=[CH:19][C:20]([C:23]3[CH:28]=[CH:27][C:26]([C:29]([F:32])([F:30])[F:31])=[CH:25][CH:24]=3)=[CH:21][CH:22]=2)=[CH:5][C:6]([CH3:14])=[C:7]([CH:13]=1)[O:8][CH2:9][C:10]([OH:12])=[O:11].